From a dataset of Catalyst prediction with 721,799 reactions and 888 catalyst types from USPTO. Predict which catalyst facilitates the given reaction. Reactant: [F:1][C:2]1[CH:7]=[CH:6][C:5]([F:8])=[CH:4][C:3]=1[CH:9]([S:20]([C:23]1[CH:28]=[CH:27][C:26]([F:29])=[CH:25][CH:24]=1)(=[O:22])=[O:21])[C:10]1[C:11]([CH3:19])=[CH:12][C:13]([C:16](O)=[O:17])=[N:14][CH:15]=1.[NH2:30][CH:31]([CH2:34][OH:35])[CH2:32][OH:33].ON1C2C=CC=CC=2N=N1.Cl.C(N=C=NCCCN(C)C)C.CN1CCOCC1. Product: [F:1][C:2]1[CH:7]=[CH:6][C:5]([F:8])=[CH:4][C:3]=1[CH:9]([S:20]([C:23]1[CH:28]=[CH:27][C:26]([F:29])=[CH:25][CH:24]=1)(=[O:21])=[O:22])[C:10]1[C:11]([CH3:19])=[CH:12][C:13]([C:16]([NH:30][CH:31]([CH2:34][OH:35])[CH2:32][OH:33])=[O:17])=[N:14][CH:15]=1. The catalyst class is: 124.